Dataset: NCI-60 drug combinations with 297,098 pairs across 59 cell lines. Task: Regression. Given two drug SMILES strings and cell line genomic features, predict the synergy score measuring deviation from expected non-interaction effect. Drug 1: CCC1(CC2CC(C3=C(CCN(C2)C1)C4=CC=CC=C4N3)(C5=C(C=C6C(=C5)C78CCN9C7C(C=CC9)(C(C(C8N6C=O)(C(=O)OC)O)OC(=O)C)CC)OC)C(=O)OC)O.OS(=O)(=O)O. Drug 2: CC(C)CN1C=NC2=C1C3=CC=CC=C3N=C2N. Cell line: DU-145. Synergy scores: CSS=2.68, Synergy_ZIP=-0.293, Synergy_Bliss=0.233, Synergy_Loewe=-1.65, Synergy_HSA=-0.934.